Predict the reaction yield, written as a fraction of the theoretical maximum amount of product (1.0 means a 100% yield; for example, 0.34 means a 34% yield). From a dataset of Reaction yield outcomes from USPTO patents with 853,638 reactions. (1) The reactants are P(Cl)(Cl)(Cl)=O.[NH2:6][C:7]1[C:8]([C:14]([NH2:16])=O)=[N:9][C:10]([I:13])=[CH:11][N:12]=1.O.[CH3:18][N:19]([CH3:22])[CH:20]=O. No catalyst specified. The product is [C:14]([C:8]1[C:7]([N:6]=[CH:18][N:19]([CH3:22])[CH3:20])=[N:12][CH:11]=[C:10]([I:13])[N:9]=1)#[N:16]. The yield is 0.840. (2) The reactants are [Br:1][C:2]1[C:3](=[O:28])[N:4]([C:19]2[CH:20]=[C:21]([CH:25]=[CH:26][CH:27]=2)[C:22](O)=[O:23])[C:5]([CH3:18])=[CH:6][C:7]=1[O:8][CH2:9][C:10]1[CH:15]=[CH:14][C:13]([F:16])=[CH:12][C:11]=1[F:17].O[N:30]1[C:34]2C=CC=CC=2N=N1.N=C=N.CN.CN=C=O. The catalyst is CN(C)C=O.O1CCCC1. The product is [Br:1][C:2]1[C:3](=[O:28])[N:4]([C:19]2[CH:20]=[C:21]([CH:25]=[CH:26][CH:27]=2)[C:22]([NH:30][CH3:34])=[O:23])[C:5]([CH3:18])=[CH:6][C:7]=1[O:8][CH2:9][C:10]1[CH:15]=[CH:14][C:13]([F:16])=[CH:12][C:11]=1[F:17]. The yield is 0.610. (3) The product is [CH:25]1([CH2:24][CH:19]([C:13]2[CH:14]=[CH:15][C:16]([O:17][CH3:18])=[C:11]([O:10][CH3:9])[CH:12]=2)[C:20]([OH:22])=[O:21])[CH2:29][CH2:28][CH2:27][CH2:26]1. The catalyst is O1CCCC1.CN1CCCN(C)C1=O.CN1CCCN(C)C1=O. The yield is 0.638. The reactants are C([N-]C(C)C)(C)C.[Li+].[CH3:9][O:10][C:11]1[CH:12]=[C:13]([CH2:19][C:20]([OH:22])=[O:21])[CH:14]=[CH:15][C:16]=1[O:17][CH3:18].I[CH2:24][CH:25]1[CH2:29][CH2:28][CH2:27][CH2:26]1. (4) The reactants are [CH2:1]([C@@H:8]1[NH:13][CH2:12][CH2:11][N:10]([C:14]2[CH:22]=[C:21]3[C:17]([C:18]([CH2:28][CH3:29])=[N:19][N:20]3[CH:23]3[CH2:27][CH2:26][CH2:25][CH2:24]3)=[CH:16][CH:15]=2)[CH2:9]1)[C:2]1[CH:7]=[CH:6][CH:5]=[CH:4][CH:3]=1.[NH:30]1[CH:34]=[C:33]([CH2:35][C:36](O)=[O:37])[N:32]=[CH:31]1. No catalyst specified. The product is [CH2:1]([C@H:8]1[CH2:9][N:10]([C:14]2[CH:22]=[C:21]3[C:17]([C:18]([CH2:28][CH3:29])=[N:19][N:20]3[CH:23]3[CH2:24][CH2:25][CH2:26][CH2:27]3)=[CH:16][CH:15]=2)[CH2:11][CH2:12][N:13]1[C:36](=[O:37])[CH2:35][C:33]1[N:32]=[CH:31][NH:30][CH:34]=1)[C:2]1[CH:3]=[CH:4][CH:5]=[CH:6][CH:7]=1. The yield is 0.500. (5) The reactants are Cl.[CH3:2][O:3][C:4]([C:6]1[N:7]=[C:8]([C:16]([F:19])([F:18])[F:17])[N:9]2[CH2:14][CH2:13][NH:12][CH:11]([CH3:15])[C:10]=12)=[O:5].[C:20]([O:24][C:25]([NH:27][C@H:28]([CH2:33][C:34]1[CH:39]=[C:38]([F:40])[C:37]([F:41])=[CH:36][C:35]=1[F:42])[CH2:29][C:30](O)=[O:31])=[O:26])([CH3:23])([CH3:22])[CH3:21].C(N(CC)CC)C.O=C1N(P(Cl)(N2CCOC2=O)=O)CCO1. The catalyst is ClCCl. The product is [CH3:2][O:3][C:4]([C:6]1[N:7]=[C:8]([C:16]([F:19])([F:18])[F:17])[N:9]2[CH2:14][CH2:13][N:12]([C:30](=[O:31])[CH2:29][CH:28]([NH:27][C:25]([O:24][C:20]([CH3:22])([CH3:21])[CH3:23])=[O:26])[CH2:33][C:34]3[CH:39]=[C:38]([F:40])[C:37]([F:41])=[CH:36][C:35]=3[F:42])[C@H:11]([CH3:15])[C:10]=12)=[O:5]. The yield is 0.772.